Dataset: Full USPTO retrosynthesis dataset with 1.9M reactions from patents (1976-2016). Task: Predict the reactants needed to synthesize the given product. (1) Given the product [CH:9]1([NH:8][C:6]2[N:5]3[N:12]=[CH:13][C:14]([CH:15]=[O:16])=[C:4]3[N:3]=[C:2]([NH:1][C:18](=[O:19])[O:20][CH3:21])[CH:7]=2)[CH2:11][CH2:10]1, predict the reactants needed to synthesize it. The reactants are: [NH2:1][C:2]1[CH:7]=[C:6]([NH:8][CH:9]2[CH2:11][CH2:10]2)[N:5]2[N:12]=[CH:13][C:14]([CH:15]=[O:16])=[C:4]2[N:3]=1.Cl[C:18]([O:20][CH3:21])=[O:19].CCN(C(C)C)C(C)C. (2) Given the product [NH2:21][C:22]1[CH:27]=[CH:26][C:25]([O:28][C:8]2[CH:7]=[CH:6][C:5]([S:10]([NH:13][C:14]3[CH:19]=[CH:18][C:17]([F:20])=[CH:16][N:15]=3)(=[O:12])=[O:11])=[CH:4][C:3]=2[C:1]#[N:2])=[CH:24][CH:23]=1, predict the reactants needed to synthesize it. The reactants are: [C:1]([C:3]1[CH:4]=[C:5]([S:10]([NH:13][C:14]2[CH:19]=[CH:18][C:17]([F:20])=[CH:16][N:15]=2)(=[O:12])=[O:11])[CH:6]=[CH:7][C:8]=1F)#[N:2].[NH2:21][C:22]1[CH:27]=[CH:26][C:25]([OH:28])=[CH:24][CH:23]=1. (3) Given the product [CH3:1][CH:2]1[C:11]2[C:6](=[CH:7][C:8]([O:12][CH3:13])=[CH:9][CH:10]=2)[CH2:5][CH2:4][NH:3]1, predict the reactants needed to synthesize it. The reactants are: [CH3:1][C:2]1[C:11]2[C:6](=[CH:7][C:8]([O:12][CH3:13])=[CH:9][CH:10]=2)[CH2:5][CH2:4][N:3]=1.C(O[BH-](OC(=O)C)OC(=O)C)(=O)C.[Na+]. (4) Given the product [NH2:14][C:15]1[CH:24]=[C:23]([C:25]2[CH:30]=[CH:29][C:28]([F:31])=[CH:27][CH:26]=2)[C:22]2[C:17](=[CH:18][C:19]([S:32][C:33]3[CH:34]=[C:35]([C:39]4([C:45]#[N:46])[CH2:40][CH2:41][O:42][CH2:43][CH2:44]4)[CH:36]=[CH:37][CH:38]=3)=[CH:20][CH:21]=2)[N:16]=1, predict the reactants needed to synthesize it. The reactants are: C(=[N:14][C:15]1[CH:24]=[C:23]([C:25]2[CH:30]=[CH:29][C:28]([F:31])=[CH:27][CH:26]=2)[C:22]2[C:17](=[CH:18][C:19]([S:32][C:33]3[CH:34]=[C:35]([C:39]4([C:45]#[N:46])[CH2:44][CH2:43][O:42][CH2:41][CH2:40]4)[CH:36]=[CH:37][CH:38]=3)=[CH:20][CH:21]=2)[N:16]=1)(C1C=CC=CC=1)C1C=CC=CC=1.Cl.NO.C([O-])(=O)C.[K+]. (5) Given the product [NH2:4][C@@H:5]([CH2:9][CH2:10][CH:11]([Br:15])[CH2:12][CH2:13][CH3:14])[C:6]([OH:8])=[O:7], predict the reactants needed to synthesize it. The reactants are: C([NH:4][CH:5]([CH2:9][CH2:10][CH:11]([Br:15])[CH2:12][CH2:13][CH3:14])[C:6]([OH:8])=[O:7])(=O)C.[OH-].[Na+]. (6) Given the product [CH:20]12[CH2:22][CH:17]([CH:16]([O:15][C:13]3[N:14]=[C:9]([N:8]4[CH:1]5[CH2:7][CH2:6][CH:5]4[CH2:4][O:3][CH2:2]5)[C:10]4[C:32]([C:33]5[CH:34]=[CH:35][CH:36]=[CH:37][CH:38]=5)=[CH:31][S:30][C:11]=4[N:12]=3)[CH2:21]1)[CH2:18][NH:19]2, predict the reactants needed to synthesize it. The reactants are: [CH:1]12[N:8]([C:9]3[C:10]4[C:32]([C:33]5[CH:38]=[CH:37][CH:36]=[CH:35][CH:34]=5)=[CH:31][S:30][C:11]=4[N:12]=[C:13]([O:15][CH:16]4[CH2:21][CH:20]5[CH2:22][CH:17]4[CH2:18][N:19]5C(OC(C)(C)C)=O)[N:14]=3)[CH:5]([CH2:6][CH2:7]1)[CH2:4][O:3][CH2:2]2. (7) The reactants are: O=[C:2]([CH3:9])[CH2:3][C:4]([O:6][CH2:7][CH3:8])=[O:5].[NH2:10][C:11]1[CH:18]=[CH:17][CH:16]=[C:15]([O:19][CH:20]2[CH2:25][CH2:24][CH2:23][CH2:22][CH2:21]2)[C:12]=1[C:13]#[N:14].Cl[Sn](Cl)(Cl)Cl. Given the product [NH2:14][C:13]1[C:12]2[C:11](=[CH:18][CH:17]=[CH:16][C:15]=2[O:19][CH:20]2[CH2:21][CH2:22][CH2:23][CH2:24][CH2:25]2)[N:10]=[C:2]([CH3:9])[C:3]=1[C:4]([O:6][CH2:7][CH3:8])=[O:5], predict the reactants needed to synthesize it.